Dataset: Serine/threonine kinase 33 screen with 319,792 compounds. Task: Binary Classification. Given a drug SMILES string, predict its activity (active/inactive) in a high-throughput screening assay against a specified biological target. (1) The compound is O=C(Nc1c(cc2nn(nc2c1)c1ccc(OC)cc1)C)CCCC. The result is 0 (inactive). (2) The molecule is S(=O)(=O)(NC(C)C(O)=O)c1ccc(OC)cc1. The result is 0 (inactive). (3) The drug is Clc1ccc(C2n3[nH]c(nc3=NC(=C2)C)NC(=O)c2ccccc2)cc1. The result is 0 (inactive).